The task is: Regression. Given a peptide amino acid sequence and an MHC pseudo amino acid sequence, predict their binding affinity value. This is MHC class II binding data.. This data is from Peptide-MHC class II binding affinity with 134,281 pairs from IEDB. (1) The MHC is DRB1_0401 with pseudo-sequence DRB1_0401. The binding affinity (normalized) is 0.416. The peptide sequence is NSFYYMKGGVNTFLI. (2) The peptide sequence is EKKRFAATQFEPLAA. The MHC is HLA-DQA10501-DQB10301 with pseudo-sequence HLA-DQA10501-DQB10301. The binding affinity (normalized) is 0.0705.